This data is from NCI-60 drug combinations with 297,098 pairs across 59 cell lines. The task is: Regression. Given two drug SMILES strings and cell line genomic features, predict the synergy score measuring deviation from expected non-interaction effect. (1) Drug 1: CC(C1=C(C=CC(=C1Cl)F)Cl)OC2=C(N=CC(=C2)C3=CN(N=C3)C4CCNCC4)N. Drug 2: CC1=C(C(CCC1)(C)C)C=CC(=CC=CC(=CC(=O)O)C)C. Cell line: DU-145. Synergy scores: CSS=1.37, Synergy_ZIP=-0.565, Synergy_Bliss=0.130, Synergy_Loewe=-2.35, Synergy_HSA=-1.70. (2) Drug 1: CC1=C2C(C(=O)C3(C(CC4C(C3C(C(C2(C)C)(CC1OC(=O)C(C(C5=CC=CC=C5)NC(=O)C6=CC=CC=C6)O)O)OC(=O)C7=CC=CC=C7)(CO4)OC(=O)C)O)C)OC(=O)C. Drug 2: CC1=C(C(=O)C2=C(C1=O)N3CC4C(C3(C2COC(=O)N)OC)N4)N. Cell line: HCT116. Synergy scores: CSS=63.2, Synergy_ZIP=2.69, Synergy_Bliss=2.87, Synergy_Loewe=1.53, Synergy_HSA=2.75. (3) Drug 1: CC12CCC3C(C1CCC2=O)CC(=C)C4=CC(=O)C=CC34C. Drug 2: CN1C(=O)N2C=NC(=C2N=N1)C(=O)N. Cell line: NCI/ADR-RES. Synergy scores: CSS=36.0, Synergy_ZIP=3.07, Synergy_Bliss=2.47, Synergy_Loewe=-15.9, Synergy_HSA=-0.916.